From a dataset of Reaction yield outcomes from USPTO patents with 853,638 reactions. Predict the reaction yield, written as a fraction of the theoretical maximum amount of product (1.0 means a 100% yield; for example, 0.34 means a 34% yield). (1) The reactants are [Br:1][C:2]1[CH:7]=[C:6]([CH3:8])[CH:5]=[C:4]([I:9])[C:3]=1[OH:10].[CH2:11](Br)[CH:12]=[CH:13][C:14]1[CH:19]=[CH:18][CH:17]=[CH:16][CH:15]=1.C(N(C(C)C)CC)(C)C. The catalyst is CN(C=O)C. The product is [Br:1][C:2]1[CH:7]=[C:6]([CH3:8])[CH:5]=[C:4]([I:9])[C:3]=1[O:10][CH2:11][CH:12]=[CH:13][C:14]1[CH:19]=[CH:18][CH:17]=[CH:16][CH:15]=1. The yield is 1.00. (2) The catalyst is CO. The product is [OH:1][CH:2]([CH2:18][CH2:19][S:20]([CH3:21])=[O:22])[C:3]([O:5][CH2:6][CH2:7][CH2:8][CH2:9][CH2:10][CH2:11][CH2:12][CH2:13][CH2:14][CH2:15][CH2:16][CH3:17])=[O:4]. The reactants are [OH:1][CH:2]([CH2:18][CH2:19][S:20][CH3:21])[C:3]([O:5][CH2:6][CH2:7][CH2:8][CH2:9][CH2:10][CH2:11][CH2:12][CH2:13][CH2:14][CH2:15][CH2:16][CH3:17])=[O:4].[OH:22]O. The yield is 0.980. (3) The reactants are [C:1]([C:3]1[CH:11]=[CH:10][C:6]([C:7]([Cl:9])=[O:8])=[CH:5][CH:4]=1)#[N:2].[NH2:12][C:13]1[CH:28]=[CH:27][C:26]([O:29][CH3:30])=[CH:25][C:14]=1[C:15]([NH:17][C:18]1[CH:23]=[CH:22][C:21]([Cl:24])=[CH:20][N:19]=1)=[O:16].N1C=CC=CC=1. The catalyst is C1COCC1. The product is [ClH:9].[Cl:24][C:21]1[CH:22]=[CH:23][C:18]([NH:17][C:15](=[O:16])[C:14]2[CH:25]=[C:26]([O:29][CH3:30])[CH:27]=[CH:28][C:13]=2[NH:12][C:7](=[O:8])[C:6]2[CH:10]=[CH:11][C:3]([C:1]#[N:2])=[CH:4][CH:5]=2)=[N:19][CH:20]=1. The yield is 0.748. (4) The reactants are [Br:1][C:2]1[CH:10]=[C:6]([C:7]([OH:9])=[O:8])[C:5]([OH:11])=[CH:4][CH:3]=1.[C:12](OC(=O)C)(=[O:14])[CH3:13].OS(O)(=O)=O. The catalyst is O. The product is [C:12]([O:11][C:5]1[CH:4]=[CH:3][C:2]([Br:1])=[CH:10][C:6]=1[C:7]([OH:9])=[O:8])(=[O:14])[CH3:13]. The yield is 0.880.